From a dataset of Catalyst prediction with 721,799 reactions and 888 catalyst types from USPTO. Predict which catalyst facilitates the given reaction. (1) Reactant: [Li+].[CH3:2]C([N-]C(C)C)C.[CH2:9]1[CH2:14][CH2:13][CH2:12][CH2:11]C1.[C:15]([O:20][CH2:21][CH3:22])(=[O:19])C(C)C.C(Br)C#C.[NH4+].[Cl-]. Product: [CH3:2][C:12]([CH3:11])([CH2:13][C:14]#[CH:9])[C:15]([O:20][CH2:21][CH3:22])=[O:19]. The catalyst class is: 1. (2) Reactant: [C:1]([C:4]1[CH:9]=[CH:8][C:7]([C:10](=[O:12])[NH2:11])=[CH:6][C:5]=1[NH:13][C:14]1[CH:31]=[CH:30][C:17]([O:18][CH2:19][CH2:20][O:21][CH2:22][CH2:23][CH2:24][C:25]([O:27]CC)=[O:26])=[CH:16][CH:15]=1)(=[O:3])[CH3:2].CO.[OH-].[Li+]. Product: [C:1]([C:4]1[CH:9]=[CH:8][C:7]([C:10](=[O:12])[NH2:11])=[CH:6][C:5]=1[NH:13][C:14]1[CH:31]=[CH:30][C:17]([O:18][CH2:19][CH2:20][O:21][CH2:22][CH2:23][CH2:24][C:25]([OH:27])=[O:26])=[CH:16][CH:15]=1)(=[O:3])[CH3:2]. The catalyst class is: 7. (3) Reactant: [Cl:1][C:2]1[CH:3]=[C:4]([CH:35]=[CH:36][CH:37]=1)[C:5]([CH3:34])([CH3:33])[C@H:6]([C:9]([NH:11][C@H:12]([C:17]([N:19]([C@@H:21]([CH:30]([CH3:32])[CH3:31])/[CH:22]=[C:23](\[CH3:29])/[C:24]([O:26]CC)=[O:25])[CH3:20])=[O:18])[C:13]([CH3:16])([CH3:15])[CH3:14])=[O:10])[NH:7][CH3:8].[OH-].[Li+]. Product: [Cl:1][C:2]1[CH:3]=[C:4]([CH:35]=[CH:36][CH:37]=1)[C:5]([CH3:34])([CH3:33])[C@H:6]([C:9]([NH:11][C@H:12]([C:17]([N:19]([C@@H:21]([CH:30]([CH3:31])[CH3:32])/[CH:22]=[C:23](/[C:24]([OH:26])=[O:25])\[CH3:29])[CH3:20])=[O:18])[C:13]([CH3:14])([CH3:15])[CH3:16])=[O:10])[NH:7][CH3:8]. The catalyst class is: 72. (4) Reactant: [O:1]1[CH2:6][CH2:5][O:4][C:3]2[CH:7]=[C:8]([C:11]3[NH:12][C:13]4[N:14]([N:18]=[CH:19][C:20]=4[C:21]([O:23]CC)=[O:22])[C:15](=[O:17])[CH:16]=3)[CH:9]=[CH:10][C:2]1=2.[OH-].[Na+]. Product: [O:1]1[CH2:6][CH2:5][O:4][C:3]2[CH:7]=[C:8]([C:11]3[NH:12][C:13]4[N:14]([N:18]=[CH:19][C:20]=4[C:21]([OH:23])=[O:22])[C:15](=[O:17])[CH:16]=3)[CH:9]=[CH:10][C:2]1=2. The catalyst class is: 72.